Dataset: Reaction yield outcomes from USPTO patents with 853,638 reactions. Task: Predict the reaction yield, written as a fraction of the theoretical maximum amount of product (1.0 means a 100% yield; for example, 0.34 means a 34% yield). (1) The reactants are [Li].[C:2](#[N:9])[C:3]1[CH:8]=[CH:7][CH:6]=[CH:5][CH:4]=1.CC(O)(C)C.Br[CH2:16][C:17]([O:19][C:20]([CH3:23])([CH3:22])[CH3:21])=[O:18].[Cl-].[NH4+]. The catalyst is N.C1COCC1. The product is [C:20]([O:19][C:17](=[O:18])[CH2:16][C:3]1([C:2]#[N:9])[CH:8]=[CH:7][CH2:6][CH:5]=[CH:4]1)([CH3:23])([CH3:22])[CH3:21]. The yield is 0.730. (2) The reactants are [NH2:1][C:2]1[N:7]=[CH:6][C:5]([C:8]2[CH:9]=[CH:10][C:11]([F:22])=[C:12]([C:14]([N:16]3[CH2:21][CH2:20][O:19][CH2:18][CH2:17]3)=O)[CH:13]=2)=[CH:4][C:3]=1[C:23]1[N:24]=[N:25][N:26]([CH:28]([CH3:30])[CH3:29])[CH:27]=1.B(F)(F)F.CCOCC.[BH4-].[Na+]. The catalyst is C1COCC1. The product is [F:22][C:11]1[CH:10]=[CH:9][C:8]([C:5]2[CH:4]=[C:3]([C:23]3[N:24]=[N:25][N:26]([CH:28]([CH3:29])[CH3:30])[CH:27]=3)[C:2]([NH2:1])=[N:7][CH:6]=2)=[CH:13][C:12]=1[CH2:14][N:16]1[CH2:17][CH2:18][O:19][CH2:20][CH2:21]1. The yield is 0.417. (3) The reactants are Br[C:2]1[C:3]([O:23][CH3:24])=[C:4]([CH:10]([N:12]2[C:16]3=[N:17][CH:18]=[N:19][C:20]([NH2:21])=[C:15]3[C:14]([CH3:22])=[N:13]2)[CH3:11])[CH:5]=[C:6]([Cl:9])[C:7]=1[CH3:8].[CH:25]1([B-](F)(F)F)[CH2:27][CH2:26]1.[K+].P([O-])([O-])([O-])=O.[K+].[K+].[K+].C1(C)C=CC=CC=1. The catalyst is C1C=CC([P]([Pd]([P](C2C=CC=CC=2)(C2C=CC=CC=2)C2C=CC=CC=2)([P](C2C=CC=CC=2)(C2C=CC=CC=2)C2C=CC=CC=2)[P](C2C=CC=CC=2)(C2C=CC=CC=2)C2C=CC=CC=2)(C2C=CC=CC=2)C2C=CC=CC=2)=CC=1.O. The product is [Cl:9][C:6]1[C:7]([CH3:8])=[C:2]([CH:25]2[CH2:27][CH2:26]2)[C:3]([O:23][CH3:24])=[C:4]([CH:10]([N:12]2[C:16]3=[N:17][CH:18]=[N:19][C:20]([NH2:21])=[C:15]3[C:14]([CH3:22])=[N:13]2)[CH3:11])[CH:5]=1. The yield is 0.0800. (4) The reactants are [CH3:1][NH:2][C:3](=[O:5])[CH3:4].[H-].[Na+].Cl.Cl.[Cl:10][CH2:11][C:12]1[CH:17]=[CH:16][C:15]([C:18]2[C:19]([N:24]3[CH2:29][CH2:28][N:27]([CH2:30][C:31]4[CH:32]=[N:33][N:34]([CH3:37])[C:35]=4[CH3:36])[CH2:26][CH2:25]3)=[N:20][CH:21]=[CH:22][N:23]=2)=[CH:14][CH:13]=1.[I-].[Na+]. The catalyst is CN(C)C=O. The product is [ClH:10].[CH3:37][N:34]1[C:35]([CH3:36])=[C:31]([CH2:30][N:27]2[CH2:28][CH2:29][N:24]([C:19]3[C:18]([C:15]4[CH:16]=[CH:17][C:12]([CH2:11][N:2]([CH3:1])[C:3](=[O:5])[CH3:4])=[CH:13][CH:14]=4)=[N:23][CH:22]=[CH:21][N:20]=3)[CH2:25][CH2:26]2)[CH:32]=[N:33]1. The yield is 0.290. (5) The reactants are [Br:1][CH:2]1[C:10]2([CH2:15][CH2:14][N:13]([C:16]([O:18][CH2:19][C:20]3[CH:25]=[CH:24][CH:23]=[CH:22][CH:21]=3)=[O:17])[CH2:12][CH2:11]2)[CH2:9][C:8]2[CH:7]=[N:6][N:5]([C:26]([CH3:29])([CH3:28])[CH3:27])[C:4]=2[CH:3]1[OH:30].CC(C)=O.OS(O)(=O)=O.O=[Cr](=O)=O. The catalyst is CC(C)=O. The product is [Br:1][CH:2]1[C:10]2([CH2:15][CH2:14][N:13]([C:16]([O:18][CH2:19][C:20]3[CH:25]=[CH:24][CH:23]=[CH:22][CH:21]=3)=[O:17])[CH2:12][CH2:11]2)[CH2:9][C:8]2[CH:7]=[N:6][N:5]([C:26]([CH3:28])([CH3:27])[CH3:29])[C:4]=2[C:3]1=[O:30]. The yield is 0.870. (6) The reactants are [N:1]([C@H:4]1[CH2:9][CH2:8][C@@H:7]([CH:10]([C:17]2[CH:22]=[CH:21][CH:20]=[CH:19][CH:18]=2)[C:11]2[CH:16]=[CH:15][CH:14]=[CH:13][CH:12]=2)[O:6][CH2:5]1)=[N+]=[N-]. The catalyst is CO.[Pd]. The product is [CH:10]([C@H:7]1[O:6][CH2:5][C@@H:4]([NH2:1])[CH2:9][CH2:8]1)([C:17]1[CH:22]=[CH:21][CH:20]=[CH:19][CH:18]=1)[C:11]1[CH:12]=[CH:13][CH:14]=[CH:15][CH:16]=1. The yield is 0.780. (7) The reactants are [OH:1][CH:2]1[CH:7]([NH:8][C:9](=[O:15])[O:10][C:11]([CH3:14])([CH3:13])[CH3:12])[CH:6]=[C:5]([C:16]2[CH:21]=[CH:20][N:19]=[CH:18][C:17]=2[N+:22]([O-:24])=[O:23])[CH2:4][CH:3]1[CH3:25].C(N(CC)CC)C.[CH3:33][S:34](Cl)(=[O:36])=[O:35].O. The catalyst is C(Cl)Cl. The product is [CH3:33][S:34]([O:1][CH:2]1[CH:3]([CH3:25])[CH2:4][C:5]([C:16]2[CH:21]=[CH:20][N:19]=[CH:18][C:17]=2[N+:22]([O-:24])=[O:23])=[CH:6][CH:7]1[NH:8][C:9]([O:10][C:11]([CH3:12])([CH3:13])[CH3:14])=[O:15])(=[O:36])=[O:35]. The yield is 0.650. (8) The reactants are [Cl:1][C:2]1[CH:11]=[N:10][C:9]2[N:8]=[C:7](O)[N:6]3[N:13]=[C:14]([CH:16]4[CH2:18][CH2:17]4)[N:15]=[C:5]3[C:4]=2[CH:3]=1.O=P(Cl)(Cl)[Cl:21].CCN(C(C)C)C(C)C. No catalyst specified. The product is [Cl:21][C:7]1[N:6]2[N:13]=[C:14]([CH:16]3[CH2:18][CH2:17]3)[N:15]=[C:5]2[C:4]2[CH:3]=[C:2]([Cl:1])[CH:11]=[N:10][C:9]=2[N:8]=1. The yield is 0.670.